Dataset: Forward reaction prediction with 1.9M reactions from USPTO patents (1976-2016). Task: Predict the product of the given reaction. The product is: [OH:1][N:2]=[C:3]([C:4]1[C:9]([NH:10][CH2:11][C:12]2[CH:17]=[CH:16][C:15]([O:18][CH3:19])=[CH:14][CH:13]=2)=[N:8][CH:7]=[CH:6][N:5]=1)[NH:29][C:25]1[CH:26]=[CH:27][CH:28]=[C:23]([C:22]([F:21])([F:30])[F:31])[CH:24]=1. Given the reactants [OH:1][N:2]=[C:3](Cl)[C:4]1[C:9]([NH:10][CH2:11][C:12]2[CH:17]=[CH:16][C:15]([O:18][CH3:19])=[CH:14][CH:13]=2)=[N:8][CH:7]=[CH:6][N:5]=1.[F:21][C:22]([F:31])([F:30])[C:23]1[CH:24]=[C:25]([NH2:29])[CH:26]=[CH:27][CH:28]=1.C(N(CC)C(C)C)(C)C, predict the reaction product.